Task: Binary Classification. Given a T-cell receptor sequence (or CDR3 region) and an epitope sequence, predict whether binding occurs between them.. Dataset: TCR-epitope binding with 47,182 pairs between 192 epitopes and 23,139 TCRs (1) The epitope is FLLNKEMYL. The TCR CDR3 sequence is CASSYTLGQDYTEAFF. Result: 0 (the TCR does not bind to the epitope). (2) The epitope is RQLLFVVEV. The TCR CDR3 sequence is CASTLARGGGFYGYTF. Result: 1 (the TCR binds to the epitope).